This data is from Reaction yield outcomes from USPTO patents with 853,638 reactions. The task is: Predict the reaction yield, written as a fraction of the theoretical maximum amount of product (1.0 means a 100% yield; for example, 0.34 means a 34% yield). (1) The reactants are [CH3:1][C:2]1([CH3:21])[O:7][C:6](=O)[NH:5][C:4]2[CH:9]=[CH:10][C:11]([C:13]3[CH:14]=[C:15]([CH:18]=[CH:19][CH:20]=3)[C:16]#[N:17])=[CH:12][C:3]1=2.COC1C=CC(P2(SP(C3C=CC(OC)=CC=3)(=S)S2)=[S:31])=CC=1.C(OCC)(=O)C. The catalyst is CC1C=CC=CC=1C. The product is [CH3:1][C:2]1([CH3:21])[O:7][C:6](=[S:31])[NH:5][C:4]2[CH:9]=[CH:10][C:11]([C:13]3[CH:14]=[C:15]([CH:18]=[CH:19][CH:20]=3)[C:16]#[N:17])=[CH:12][C:3]1=2. The yield is 0.200. (2) The yield is 0.930. The catalyst is C(Cl)Cl. The product is [NH:38]1[CH2:39][CH2:40][CH:35]([C:32]2[CH:31]=[CH:30][C:29]([NH:28][C:20]3[N:19]=[C:18]([CH2:17][CH2:16][C:15]4[CH:48]=[CH:49][CH:50]=[CH:51][C:14]=4[C:11]4([C:8]([NH2:9])=[O:10])[CH2:12][CH2:13]4)[C:23]([C:24]([F:27])([F:26])[F:25])=[CH:22][N:21]=3)=[CH:34][CH:33]=2)[CH2:36][CH2:37]1. The reactants are C(O)(C(F)(F)F)=O.[C:8]([C:11]1([C:14]2[CH:51]=[CH:50][CH:49]=[CH:48][C:15]=2[CH2:16][CH2:17][C:18]2[C:23]([C:24]([F:27])([F:26])[F:25])=[CH:22][N:21]=[C:20]([NH:28][C:29]3[CH:34]=[CH:33][C:32]([CH:35]4[CH2:40][CH2:39][N:38](C(OC(C)(C)C)=O)[CH2:37][CH2:36]4)=[CH:31][CH:30]=3)[N:19]=2)[CH2:13][CH2:12]1)(=[O:10])[NH2:9]. (3) The reactants are [F:1][C:2]([F:8])([F:7])[CH2:3][C:4](O)=[O:5].F[P-](F)(F)(F)(F)F.[N:16]1(O[P+](N(C)C)(N(C)C)N(C)C)[C:20]2[CH:21]=[CH:22][CH:23]=[CH:24][C:19]=2N=N1.C(N(CC)CC)C.C1(N)CCCCC1. The catalyst is CN(C=O)C.O. The product is [CH:20]1([NH:16][C:4](=[O:5])[CH2:3][C:2]([F:8])([F:7])[F:1])[CH2:21][CH2:22][CH2:23][CH2:24][CH2:19]1. The yield is 0.746. (4) The reactants are C(Cl)(=O)C(Cl)=O.CS(C)=O.[C:11]([O:15][C:16](=[O:30])[N:17]([CH2:23][C:24]1[CH:29]=[CH:28][CH:27]=[CH:26][CH:25]=1)[CH2:18][CH2:19][CH2:20][CH2:21][OH:22])([CH3:14])([CH3:13])[CH3:12]. The product is [CH2:23]([N:17]([C:16]([O:15][C:11]([CH3:14])([CH3:13])[CH3:12])=[O:30])[CH2:18][CH2:19][CH2:20][CH:21]=[O:22])[C:24]1[CH:29]=[CH:28][CH:27]=[CH:26][CH:25]=1. The catalyst is ClCCl. The yield is 0.630.